Task: Predict which catalyst facilitates the given reaction.. Dataset: Catalyst prediction with 721,799 reactions and 888 catalyst types from USPTO Reactant: [C:1]1([B:7]([CH:9]([O:16][CH:17]([B:24]([C:26]2[CH:31]=[CH:30][CH:29]=[CH:28][CH:27]=2)[OH:25])[C:18]2[CH:23]=[CH:22][CH:21]=[CH:20][CH:19]=2)[C:10]2[CH:15]=[CH:14][CH:13]=[CH:12][CH:11]=2)[OH:8])[CH:6]=[CH:5][CH:4]=[CH:3][CH:2]=1.[CH2:32]([NH:36][CH2:37][CH2:38]O)[CH2:33][CH2:34][CH3:35]. Product: [C:1]1([B:7]([CH:9]([O:16][CH:17]([B:24]([C:26]2[CH:27]=[CH:28][CH:29]=[CH:30][CH:31]=2)[O:25][CH2:38][CH2:37][NH:36][CH2:32][CH2:33][CH2:34][CH3:35])[C:18]2[CH:19]=[CH:20][CH:21]=[CH:22][CH:23]=2)[C:10]2[CH:15]=[CH:14][CH:13]=[CH:12][CH:11]=2)[O:8][CH2:38][CH2:37][NH:36][CH2:32][CH2:33][CH2:34][CH3:35])[CH:2]=[CH:3][CH:4]=[CH:5][CH:6]=1. The catalyst class is: 8.